From a dataset of Full USPTO retrosynthesis dataset with 1.9M reactions from patents (1976-2016). Predict the reactants needed to synthesize the given product. (1) Given the product [CH2:9]([Br:1])[CH2:10][CH2:11][CH2:12][CH2:13]/[CH:14]=[CH:15]\[CH2:16]/[CH:17]=[CH:18]\[CH2:19]/[CH:20]=[CH:21]\[CH2:22][CH2:23][CH2:24][CH2:25][CH3:26], predict the reactants needed to synthesize it. The reactants are: [Br-:1].[Mg+2].[Br-].S(O[CH2:9][CH2:10][CH2:11][CH2:12][CH2:13]/[CH:14]=[CH:15]\[CH2:16]/[CH:17]=[CH:18]\[CH2:19]/[CH:20]=[CH:21]\[CH2:22][CH2:23][CH2:24][CH2:25][CH3:26])(=O)(=O)C.O. (2) Given the product [CH2:6]([O:8][C:9]([C:11]1[C:12]([C:16]([F:18])([F:19])[F:17])=[N:13][N:14]([CH:22]2[CH2:27][CH2:26][CH2:25][CH2:24][CH2:23]2)[CH:15]=1)=[O:10])[CH3:7], predict the reactants needed to synthesize it. The reactants are: CN(C=O)C.[CH2:6]([O:8][C:9]([C:11]1[C:12]([C:16]([F:19])([F:18])[F:17])=[N:13][NH:14][CH:15]=1)=[O:10])[CH3:7].[H-].[Na+].[CH:22]1(Br)[CH2:27][CH2:26][CH2:25][CH2:24][CH2:23]1. (3) The reactants are: [Br:1][C:2]1[CH:3]=[C:4]([CH:14]=[C:15]([Cl:17])[CH:16]=1)[O:5][C:6]1[C:7]([OH:13])=[N:8][CH:9]=[CH:10][C:11]=1[CH3:12].Br[CH2:19][C:20]1[C:28]2[C:23](=[N:24][CH:25]=[CH:26][CH:27]=2)[N:22](C(OC(C)(C)C)=O)[N:21]=1.C(=O)([O-])[O-].[K+].[K+]. Given the product [Br:1][C:2]1[CH:3]=[C:4]([CH:14]=[C:15]([Cl:17])[CH:16]=1)[O:5][C:6]1[C:7](=[O:13])[N:8]([CH2:19][C:20]2[C:28]3[C:23](=[N:24][CH:25]=[CH:26][CH:27]=3)[NH:22][N:21]=2)[CH:9]=[CH:10][C:11]=1[CH3:12], predict the reactants needed to synthesize it. (4) Given the product [CH3:26][S:27]([C:30]1[CH:31]=[C:32]([NH:36][C:12]([C:11]2[CH:10]=[N:9][N:8]3[C:3]([CH:2]([F:1])[F:25])=[CH:4][C:5]([C:15]4[CH:16]=[CH:17][C:18]([C:21]([F:23])([F:22])[F:24])=[CH:19][CH:20]=4)=[N:6][C:7]=23)=[O:13])[CH:33]=[CH:34][CH:35]=1)(=[O:28])=[O:29], predict the reactants needed to synthesize it. The reactants are: [F:1][CH:2]([F:25])[C:3]1[N:8]2[N:9]=[CH:10][C:11]([C:12](O)=[O:13])=[C:7]2[N:6]=[C:5]([C:15]2[CH:20]=[CH:19][C:18]([C:21]([F:24])([F:23])[F:22])=[CH:17][CH:16]=2)[CH:4]=1.[CH3:26][S:27]([C:30]1[CH:31]=[C:32]([NH2:36])[CH:33]=[CH:34][CH:35]=1)(=[O:29])=[O:28].Cl. (5) Given the product [ClH:30].[CH3:26][NH:27][CH2:22][C:13]1[CH:14]=[C:15]([C:16]2[CH:17]=[CH:18][CH:19]=[CH:20][CH:21]=2)[N:11]([S:8]([C:3]2[CH:4]=[CH:5][CH:6]=[CH:7][C:2]=2[CH3:1])(=[O:10])=[O:9])[CH:12]=1, predict the reactants needed to synthesize it. The reactants are: [CH3:1][C:2]1[CH:7]=[CH:6][CH:5]=[CH:4][C:3]=1[S:8]([N:11]1[C:15]([C:16]2[CH:21]=[CH:20][CH:19]=[CH:18][CH:17]=2)=[CH:14][C:13]([CH:22]=O)=[CH:12]1)(=[O:10])=[O:9].CO.[CH3:26][NH2:27].[BH4-].[Na+].[ClH:30].C(=O)([O-])O.[Na+].